This data is from Forward reaction prediction with 1.9M reactions from USPTO patents (1976-2016). The task is: Predict the product of the given reaction. (1) Given the reactants [CH2:1]([O:3][C:4]1[CH:25]=[CH:24][CH:23]=[CH:22][C:5]=1[O:6][C@@H:7]1[CH2:12][CH2:11][CH2:10][N:9]([C:13]2[N:18]=[CH:17][C:16]([C:19]([OH:21])=O)=[CH:15][N:14]=2)[CH2:8]1)[CH3:2].[CH2:26]([NH2:28])[CH3:27].CN(C(ON1N=NC2C=CC=NC1=2)=[N+](C)C)C.F[P-](F)(F)(F)(F)F, predict the reaction product. The product is: [CH2:1]([O:3][C:4]1[CH:25]=[CH:24][CH:23]=[CH:22][C:5]=1[O:6][C@@H:7]1[CH2:12][CH2:11][CH2:10][N:9]([C:13]2[N:18]=[CH:17][C:16]([C:19]([NH:28][CH2:26][CH3:27])=[O:21])=[CH:15][N:14]=2)[CH2:8]1)[CH3:2]. (2) Given the reactants [CH3:1][CH2:2][N:3]([CH:7]([CH3:9])[CH3:8])[CH:4]([CH3:6])C.CN(C(ON1N=NC2C=[CH:22][CH:23]=[N:24][C:19]1=2)=[N+](C)C)C.F[P-](F)(F)(F)(F)F, predict the reaction product. The product is: [CH:7]1([N:3]2[CH2:2][CH2:1][C:6]3([CH2:22][CH2:23][NH:24][CH2:19]3)[CH2:4]2)[CH2:8][CH2:9]1. (3) Given the reactants [Cl:1][C:2]1[CH:30]=[C:29]([Cl:31])[CH:28]=[CH:27][C:3]=1[CH2:4][N:5]([CH3:26])[C:6]([C:8]1[NH:12][C:11]([C:13](O)=[O:14])=[C:10]([S:16]([C:19]2[CH:24]=[CH:23][CH:22]=[CH:21][CH:20]=2)(=[O:18])=[O:17])[C:9]=1[CH3:25])=[O:7].[NH:32]1[C:40]2[C:35](=[CH:36][CH:37]=[CH:38][CH:39]=2)[C:34]([CH2:41][NH2:42])=[N:33]1.ON1C2C=CC=CC=2N=N1.Cl.CN(C)CCCN=C=NCC, predict the reaction product. The product is: [Cl:1][C:2]1[CH:30]=[C:29]([Cl:31])[CH:28]=[CH:27][C:3]=1[CH2:4][N:5]([CH3:26])[C:6]([C:8]1[NH:12][C:11]([C:13]([NH:42][CH2:41][C:34]2[C:35]3[C:40](=[CH:39][CH:38]=[CH:37][CH:36]=3)[NH:32][N:33]=2)=[O:14])=[C:10]([S:16]([C:19]2[CH:20]=[CH:21][CH:22]=[CH:23][CH:24]=2)(=[O:18])=[O:17])[C:9]=1[CH3:25])=[O:7].